Predict the product of the given reaction. From a dataset of Forward reaction prediction with 1.9M reactions from USPTO patents (1976-2016). (1) Given the reactants [NH2:1][C:2](=[O:37])[CH2:3][CH2:4][CH2:5][O:6][C:7]1[CH:8]=[C:9]2[C:14](=[CH:15][CH:16]=1)[N:13]=[C:12]([CH2:17][CH:18]([CH3:20])[CH3:19])[C:11]([CH2:21][NH:22]C(=O)OC(C)(C)C)=[C:10]2[C:30]1[CH:35]=[CH:34][C:33]([CH3:36])=[CH:32][CH:31]=1, predict the reaction product. The product is: [NH2:22][CH2:21][C:11]1[C:12]([CH2:17][CH:18]([CH3:20])[CH3:19])=[N:13][C:14]2[C:9]([C:10]=1[C:30]1[CH:31]=[CH:32][C:33]([CH3:36])=[CH:34][CH:35]=1)=[CH:8][C:7]([O:6][CH2:5][CH2:4][CH2:3][C:2]([NH2:1])=[O:37])=[CH:16][CH:15]=2. (2) Given the reactants [Cl:1][C:2]1[CH:3]=[C:4]([C:8]2[CH:13]=[C:12]([N:14]3[CH2:19][CH2:18][N:17]([C:20]4[C:25]([C:26]([F:29])([F:28])[F:27])=[CH:24][CH:23]=[CH:22][N:21]=4)[CH2:16][CH2:15]3)[N:11]=[C:10]([CH2:30]OC)[N:9]=2)[CH:5]=[CH:6][CH:7]=1.[BrH:33], predict the reaction product. The product is: [Br:33][CH2:30][C:10]1[N:9]=[C:8]([C:4]2[CH:5]=[CH:6][CH:7]=[C:2]([Cl:1])[CH:3]=2)[CH:13]=[C:12]([N:14]2[CH2:19][CH2:18][N:17]([C:20]3[C:25]([C:26]([F:29])([F:28])[F:27])=[CH:24][CH:23]=[CH:22][N:21]=3)[CH2:16][CH2:15]2)[N:11]=1. (3) Given the reactants CC1(C)C(C)(C)OB([C:9]2[S:10][CH:11]=[CH:12][C:13]=2[CH3:14])O1.Br[C:17]1[CH:22]=[CH:21][C:20]([F:23])=[CH:19][CH:18]=1.C([O-])([O-])=O.[Na+].[Na+], predict the reaction product. The product is: [F:23][C:20]1[CH:21]=[CH:22][C:17]([C:9]2[S:10][CH:11]=[CH:12][C:13]=2[CH3:14])=[CH:18][CH:19]=1. (4) Given the reactants [F:1][C:2]([F:43])([F:42])[C:3]1[CH:4]=[C:5]([CH:35]=[C:36]([C:38]([F:41])([F:40])[F:39])[CH:37]=1)[CH2:6][N:7]([CH2:14][C:15]1[CH:20]=[C:19]([C:21]([F:24])([F:23])[F:22])[C:18]([CH3:25])=[CH:17][C:16]=1[C:26]([CH:29]1[CH2:34][CH2:33][CH2:32][CH2:31][CH2:30]1)([OH:28])[CH3:27])[C:8]1[N:9]=[N:10][N:11]([CH3:13])[N:12]=1.[H-].[Na+].[CH3:46]I.O, predict the reaction product. The product is: [CH:29]1([C:26]([C:16]2[CH:17]=[C:18]([CH3:25])[C:19]([C:21]([F:24])([F:23])[F:22])=[CH:20][C:15]=2[CH2:14][N:7]([CH2:6][C:5]2[CH:35]=[C:36]([C:38]([F:39])([F:40])[F:41])[CH:37]=[C:3]([C:2]([F:1])([F:42])[F:43])[CH:4]=2)[C:8]2[N:9]=[N:10][N:11]([CH3:13])[N:12]=2)([O:28][CH3:46])[CH3:27])[CH2:34][CH2:33][CH2:32][CH2:31][CH2:30]1. (5) Given the reactants [CH2:1]([N:8]1[C:16](=[O:17])[C:15]2[N:14]=[C:13](Br)[N:12]([CH2:19][C:20]3[CH:25]=[CH:24][CH:23]=[CH:22][CH:21]=3)[C:11]=2[N:10]=[CH:9]1)[C:2]1[CH:7]=[CH:6][CH:5]=[CH:4][CH:3]=1.[CH2:26]([O:28][CH:29]=[CH:30][Sn](CCCC)(CCCC)CCCC)[CH3:27], predict the reaction product. The product is: [CH2:1]([N:8]1[C:16](=[O:17])[C:15]2[N:14]=[C:13]([CH:27]=[CH:26][O:28][CH2:29][CH3:30])[N:12]([CH2:19][C:20]3[CH:25]=[CH:24][CH:23]=[CH:22][CH:21]=3)[C:11]=2[N:10]=[CH:9]1)[C:2]1[CH:7]=[CH:6][CH:5]=[CH:4][CH:3]=1. (6) The product is: [F:27][C:28]([F:39])([F:38])[C:29]([N:17]1[CH2:18][CH2:19][C:7]2([C:6]3=[C:2]([CH3:1])[CH:3]=[CH:4][N:5]3[C:10]3[CH:11]=[CH:12][CH:13]=[CH:14][C:9]=3[O:8]2)[CH2:15][CH2:16]1)=[O:30]. Given the reactants [CH3:1][C:2]1[CH:3]=[CH:4][N:5]2[C:10]3[CH:11]=[CH:12][CH:13]=[CH:14][C:9]=3[O:8][C:7]3([CH2:19][CH2:18][NH:17][CH2:16][CH2:15]3)[C:6]=12.CCN(CC)CC.[F:27][C:28]([F:39])([F:38])[C:29](O[C:29](=[O:30])[C:28]([F:39])([F:38])[F:27])=[O:30], predict the reaction product.